Dataset: Reaction yield outcomes from USPTO patents with 853,638 reactions. Task: Predict the reaction yield, written as a fraction of the theoretical maximum amount of product (1.0 means a 100% yield; for example, 0.34 means a 34% yield). (1) The reactants are [CH3:1][O:2][C:3](=[O:11])[C:4]1[CH:9]=[CH:8][CH:7]=[C:6]([NH2:10])[CH:5]=1.[Br:12][C:13]1[CH:14]=[C:15]([CH:18]=[CH:19][CH:20]=1)[CH:16]=O.[CH2:21]=[C:22]([CH3:24])[CH3:23].FC(F)(F)S([O-])(=O)=O.[Yb+3].FC(F)(F)S([O-])(=O)=O.FC(F)(F)S([O-])(=O)=O. The catalyst is C(#N)C.C(OCC)(=O)C. The product is [CH3:1][O:2][C:3]([C:4]1[CH:5]=[C:6]2[C:7]([C:22]([CH3:24])([CH3:23])[CH2:21][CH:16]([C:15]3[CH:18]=[CH:19][CH:20]=[C:13]([Br:12])[CH:14]=3)[NH:10]2)=[CH:8][CH:9]=1)=[O:11]. The yield is 0.400. (2) The reactants are Cl[C:2]1[S:3][C:4]2[CH:10]=[CH:9][CH:8]=[C:7]([Cl:11])[C:5]=2[N:6]=1.[NH2:12][C:13]1[CH:18]=[C:17]([Cl:19])[C:16]([OH:20])=[C:15]([Cl:21])[CH:14]=1.C([O-])([O-])=O.[K+].[K+]. The catalyst is CS(C)=O.CCOC(C)=O. The product is [Cl:19][C:17]1[CH:18]=[C:13]([NH2:12])[CH:14]=[C:15]([Cl:21])[C:16]=1[O:20][C:2]1[S:3][C:4]2[CH:10]=[CH:9][CH:8]=[C:7]([Cl:11])[C:5]=2[N:6]=1. The yield is 0.330. (3) The reactants are [H-].[H-].[H-].[H-].[Li+].[Al+3].C1(C([O:12][CH:13]2[CH2:18][CH2:17][N:16]([C:19]([CH:21]3[CH2:23][CH2:22]3)=O)[CH2:15][CH2:14]2)=O)CC1.O.[OH-].[Na+]. The catalyst is C1COCC1.CCOC(C)=O. The product is [CH:21]1([CH2:19][N:16]2[CH2:17][CH2:18][CH:13]([OH:12])[CH2:14][CH2:15]2)[CH2:22][CH2:23]1. The yield is 0.460. (4) The reactants are [CH3:1][C:2]1[C:3](=[O:16])[NH:4][C:5](=[O:15])[N:6]([CH2:8][C@H:9]([C@H:12]([OH:14])[CH3:13])[CH2:10][OH:11])[CH:7]=1.[C:17](Cl)([C:34]1[CH:39]=[CH:38][CH:37]=[CH:36][CH:35]=1)([C:26]1[CH:33]=[CH:32][C:29]([O:30][CH3:31])=[CH:28][CH:27]=1)[C:18]1[CH:25]=[CH:24][C:21]([O:22][CH3:23])=[CH:20][CH:19]=1. The catalyst is N1C=CC=CC=1. The product is [CH3:31][O:30][C:29]1[CH:28]=[CH:27][C:26]([C:17]([C:18]2[CH:19]=[CH:20][C:21]([O:22][CH3:23])=[CH:24][CH:25]=2)([C:34]2[CH:39]=[CH:38][CH:37]=[CH:36][CH:35]=2)[O:11][CH2:10][C@H:9]([CH2:8][N:6]2[CH:7]=[C:2]([CH3:1])[C:3](=[O:16])[NH:4][C:5]2=[O:15])[C@H:12]([OH:14])[CH3:13])=[CH:33][CH:32]=1. The yield is 0.690. (5) The reactants are [CH2:1]([O:8][C:9]([N:11]1[CH2:16][CH2:15][CH:14]([C:17]2[CH:22]=[CH:21][C:20]([CH3:23])=[C:19]([F:24])[CH:18]=2)[CH:13](C(O)=O)[CH2:12]1)=[O:10])[C:2]1[CH:7]=[CH:6][CH:5]=[CH:4][CH:3]=1.P([N:44]=[N+]=[N-])(OC1C=CC=CC=1)(OC1C=CC=CC=1)=O.CC(O)(C)C.Cl.O1CCOCC1. The catalyst is ClCCCl.C1(C)C=CC=CC=1. The product is [NH2:44][C@H:13]1[C@H:14]([C:17]2[CH:22]=[CH:21][C:20]([CH3:23])=[C:19]([F:24])[CH:18]=2)[CH2:15][CH2:16][N:11]([C:9]([O:8][CH2:1][C:2]2[CH:7]=[CH:6][CH:5]=[CH:4][CH:3]=2)=[O:10])[CH2:12]1. The yield is 0.470. (6) The reactants are [Cl:1][C:2]1[N:7]=[C:6]([C:8]([O:10][CH3:11])=[O:9])[CH:5]=[C:4](Cl)[N:3]=1.Cl.[NH2:14][C@@H:15]([CH3:20])[C:16]([O:18][CH3:19])=[O:17].CCN(C(C)C)C(C)C. The catalyst is C(#N)C. The product is [Cl:1][C:2]1[N:7]=[C:6]([C:8]([O:10][CH3:11])=[O:9])[CH:5]=[C:4]([NH:14][C@@H:15]([CH3:20])[C:16]([O:18][CH3:19])=[O:17])[N:3]=1. The yield is 0.610. (7) The reactants are [N:1]12[CH2:8][CH2:7][C:4]([C:9]([C:17]3[CH:22]=[CH:21][CH:20]=[CH:19][CH:18]=3)([C:11]3[CH:16]=[CH:15][CH:14]=[CH:13][CH:12]=3)[OH:10])([CH2:5][CH2:6]1)[CH2:3][CH2:2]2.[C:23]1([O:29][CH2:30][CH2:31][CH2:32][Br:33])[CH:28]=[CH:27][CH:26]=[CH:25][CH:24]=1. The catalyst is CC#N. The product is [Br-:33].[OH:10][C:9]([C:17]1[CH:22]=[CH:21][CH:20]=[CH:19][CH:18]=1)([C:11]1[CH:12]=[CH:13][CH:14]=[CH:15][CH:16]=1)[C:4]12[CH2:5][CH2:6][N+:1]([CH2:32][CH2:31][CH2:30][O:29][C:23]3[CH:28]=[CH:27][CH:26]=[CH:25][CH:24]=3)([CH2:2][CH2:3]1)[CH2:8][CH2:7]2. The yield is 0.860.